This data is from Full USPTO retrosynthesis dataset with 1.9M reactions from patents (1976-2016). The task is: Predict the reactants needed to synthesize the given product. Given the product [NH2:22][C:21]1[N:23]=[C:3]([C:5]2[O:6][CH:7]=[C:8]([C:10]#[N:11])[CH:9]=2)[C:8]([C:10]#[N:11])=[C:7]([S:26][CH3:24])[N:20]=1, predict the reactants needed to synthesize it. The reactants are: CO[C:3]([C:5]1[O:6][CH:7]=[C:8]([C:10]#[N:11])[CH:9]=1)=O.[H-].[Na+].CI.[N+]([O-])(O)=O.[NH2:20][C:21]([NH2:23])=[NH:22].[C:24](=[S:26])=S.